This data is from NCI-60 drug combinations with 297,098 pairs across 59 cell lines. The task is: Regression. Given two drug SMILES strings and cell line genomic features, predict the synergy score measuring deviation from expected non-interaction effect. (1) Drug 1: CNC(=O)C1=CC=CC=C1SC2=CC3=C(C=C2)C(=NN3)C=CC4=CC=CC=N4. Synergy scores: CSS=37.6, Synergy_ZIP=0.520, Synergy_Bliss=0.556, Synergy_Loewe=-27.6, Synergy_HSA=-3.02. Drug 2: CC1C(C(CC(O1)OC2CC(CC3=C2C(=C4C(=C3O)C(=O)C5=C(C4=O)C(=CC=C5)OC)O)(C(=O)CO)O)N)O.Cl. Cell line: SK-MEL-5. (2) Drug 1: CNC(=O)C1=CC=CC=C1SC2=CC3=C(C=C2)C(=NN3)C=CC4=CC=CC=N4. Drug 2: CN(C)N=NC1=C(NC=N1)C(=O)N. Cell line: HL-60(TB). Synergy scores: CSS=45.4, Synergy_ZIP=24.8, Synergy_Bliss=24.4, Synergy_Loewe=24.3, Synergy_HSA=27.5.